From a dataset of Reaction yield outcomes from USPTO patents with 853,638 reactions. Predict the reaction yield, written as a fraction of the theoretical maximum amount of product (1.0 means a 100% yield; for example, 0.34 means a 34% yield). (1) The reactants are B(Cl)(Cl)Cl.C([O:12][C:13]1[CH:18]=[C:17]([O:19]CC2C=CC=CC=2)[C:16]([Br:27])=[CH:15][C:14]=1[C:28]1[C:32]([C:33]2[CH:38]=[CH:37][C:36]([O:39][CH3:40])=[CH:35][CH:34]=2)=[C:31]([CH3:41])[O:30][N:29]=1)C1C=CC=CC=1. The catalyst is ClCCl. The product is [Br:27][C:16]1[CH:15]=[C:14]([C:28]2[C:32]([C:33]3[CH:34]=[CH:35][C:36]([O:39][CH3:40])=[CH:37][CH:38]=3)=[C:31]([CH3:41])[O:30][N:29]=2)[C:13]([OH:12])=[CH:18][C:17]=1[OH:19]. The yield is 0.430. (2) The reactants are [CH3:1][N:2]([CH3:32])[C:3]([C:5]1[N:26]([CH:27]2[CH2:31][CH2:30][CH2:29][CH2:28]2)[C:8]2[N:9]=[C:10]([NH:13][C:14]3[CH:19]=[CH:18][C:17]([N:20]4[CH2:25][CH2:24][NH:23][CH2:22][CH2:21]4)=[CH:16][N:15]=3)[N:11]=[CH:12][C:7]=2[CH:6]=1)=[O:4].[CH3:33][C:34]1([CH3:37])[CH2:36][O:35]1. No catalyst specified. The product is [CH3:1][N:2]([CH3:32])[C:3]([C:5]1[N:26]([CH:27]2[CH2:31][CH2:30][CH2:29][CH2:28]2)[C:8]2[N:9]=[C:10]([NH:13][C:14]3[CH:19]=[CH:18][C:17]([N:20]4[CH2:21][CH2:22][N:23]([CH2:33][C:34]([OH:35])([CH3:37])[CH3:36])[CH2:24][CH2:25]4)=[CH:16][N:15]=3)[N:11]=[CH:12][C:7]=2[CH:6]=1)=[O:4]. The yield is 0.290.